This data is from CYP2D6 inhibition data for predicting drug metabolism from PubChem BioAssay. The task is: Regression/Classification. Given a drug SMILES string, predict its absorption, distribution, metabolism, or excretion properties. Task type varies by dataset: regression for continuous measurements (e.g., permeability, clearance, half-life) or binary classification for categorical outcomes (e.g., BBB penetration, CYP inhibition). Dataset: cyp2d6_veith. (1) The drug is Cn1cnc([N+](=O)[O-])c1Sc1nc(N)nc2c1ncn2[C@H]1C[C@H](O)[C@@H](CO)O1. The result is 0 (non-inhibitor). (2) The molecule is CCON=C1C(C)(C)C(C)(C)C(C)(C)C1(C)C. The result is 0 (non-inhibitor). (3) The compound is C[C@H](Br)C(=O)c1ccc2cc(Br)c3ccccc3c2c1. The result is 0 (non-inhibitor). (4) The molecule is CC(C)(C)C(=O)N(CCN(C(=O)C(C)(C)C)c1ccccc1)c1ccccc1. The result is 0 (non-inhibitor). (5) The molecule is CSc1nc(N)c2ncn([C@H]3O[C@H](COP(=O)([O-])OP(=O)([O-])[O-])[C@@H](O)[C@@H]3O)c2n1. The result is 0 (non-inhibitor). (6) The molecule is O=C(c1ccco1)N1CCC2(CCCN(Cc3ccccc3)C2)CC1. The result is 0 (non-inhibitor). (7) The drug is CN1CCC[C@@H]1c1cccnc1.Cc1ccc(C(=O)O[C@@H](C(=O)O)[C@@H](OC(=O)c2ccc(C)cc2)C(=O)O)cc1. The result is 0 (non-inhibitor). (8) The compound is CN1CCc2c(c3ccccc3n2C)C1.Cl. The result is 1 (inhibitor).